Dataset: Cav3 T-type calcium channel HTS with 100,875 compounds. Task: Binary Classification. Given a drug SMILES string, predict its activity (active/inactive) in a high-throughput screening assay against a specified biological target. (1) The result is 0 (inactive). The compound is O(CCNCCOC)c1c(c2ccccc2)cccc1. (2) The result is 0 (inactive). The molecule is Clc1ccc(CSc2oc(nn2)c2c(=O)n(Cc3ccccc3)ccc2)cc1. (3) The compound is S1(=O)(=O)N(C(=O)c2c1cccc2)CC(=O)Nc1cc(SC)ccc1. The result is 0 (inactive). (4) The drug is P1(N(C)C)(N(C)C)=NC(N(C)C)=NC(=N1)N(C)C. The result is 0 (inactive). (5) The compound is O=C(N1CCN(CC1)c1ncccc1)CCc1n(Cc2ccc(OC)cc2)c(=O)c2c(n1)nccc2. The result is 0 (inactive). (6) The molecule is O(c1cc(NC(=O)CCC)ccc1)c1nc(cc(c1C#N)C)C. The result is 0 (inactive). (7) The compound is S=c1n(\N=C\C(=C/c2ccccc2)C)c(n[nH]1)COc1ccccc1. The result is 0 (inactive).